This data is from Forward reaction prediction with 1.9M reactions from USPTO patents (1976-2016). The task is: Predict the product of the given reaction. (1) Given the reactants [C:1]([O-:4])(=[O:3])C.[O:5]=[C:6]1[C@@H:9]([NH3+:10])[CH2:8][NH:7]1.[CH3:11]CN(C(C)C)C(C)C.[C:20]1([C:26]2[CH:27]=[C:28](C3C=CN(C([O-])=O)C(=O)C=3C)[CH:29]=[CH:30][CH:31]=2)[CH:25]=[CH:24][CH:23]=[CH:22][CH:21]=1, predict the reaction product. The product is: [CH:26]1([C:20]2[CH:21]=[CH:22][C:23]([O:4][C:1](=[O:3])[N:10]([CH3:11])[C@H:9]3[CH2:8][NH:7][C:6]3=[O:5])=[CH:24][CH:25]=2)[CH2:31][CH2:30][CH2:29][CH2:28][CH2:27]1. (2) The product is: [NH2:8][CH2:9][C:10]1[CH:22]=[CH:21][C:13]([O:14][CH2:15][CH2:16][C:17]([O:19][CH3:20])=[O:18])=[CH:12][CH:11]=1. Given the reactants C(OC([NH:8][CH2:9][C:10]1[CH:22]=[CH:21][C:13]([O:14][CH2:15][CH2:16][C:17]([O:19][CH3:20])=[O:18])=[CH:12][CH:11]=1)=O)(C)(C)C.C(O)(C(F)(F)F)=O, predict the reaction product. (3) Given the reactants C([Si](C)(C)[O:6][C:7]1[CH:12]=[CH:11][C:10]([C:13]2[CH:17]=[C:16]([C:18]([NH2:20])=[O:19])[O:15][N:14]=2)=[CH:9][CH:8]=1)(C)(C)C.C([O-])([O-])=O.[K+].[K+].C1OCCOCCOCCOCCOCCOC1.[F-].[K+].[Br:49][C:50]1[CH:57]=[CH:56][CH:55]=[CH:54][C:51]=1[CH2:52]Br, predict the reaction product. The product is: [Br:49][C:50]1[CH:57]=[CH:56][CH:55]=[CH:54][C:51]=1[CH2:52][O:6][C:7]1[CH:8]=[CH:9][C:10]([C:13]2[CH:17]=[C:16]([C:18]([NH2:20])=[O:19])[O:15][N:14]=2)=[CH:11][CH:12]=1. (4) Given the reactants [O:1]=[C:2]1[CH2:7][O:6][C:5]2[CH:8]=[CH:9][C:10]([CH:12]=[O:13])=[N:11][C:4]=2[NH:3]1.[OH:14]OS([O-])=O.[K+], predict the reaction product. The product is: [O:1]=[C:2]1[CH2:7][O:6][C:5]2[CH:8]=[CH:9][C:10]([C:12]([OH:14])=[O:13])=[N:11][C:4]=2[NH:3]1. (5) Given the reactants Br[CH2:2][CH:3]1[O:8][C:7]2[CH:9]=[CH:10][CH:11]=[CH:12][C:6]=2[O:5][CH2:4]1.Cl.[CH3:14][O:15][C:16]1[CH:21]=[CH:20][CH:19]=[CH:18][C:17]=1[CH:22]1[CH2:27][CH2:26][CH2:25][NH:24][CH2:23]1.C(N(CC)CC)C, predict the reaction product. The product is: [O:8]1[C:7]2[CH:9]=[CH:10][CH:11]=[CH:12][C:6]=2[O:5][CH2:4][CH:3]1[CH2:2][N:24]1[CH2:25][CH2:26][CH2:27][CH:22]([C:17]2[CH:18]=[CH:19][CH:20]=[CH:21][C:16]=2[O:15][CH3:14])[CH2:23]1.